From a dataset of Peptide-MHC class I binding affinity with 185,985 pairs from IEDB/IMGT. Regression. Given a peptide amino acid sequence and an MHC pseudo amino acid sequence, predict their binding affinity value. This is MHC class I binding data. The peptide sequence is RYSKKFKPEI. The MHC is HLA-A24:02 with pseudo-sequence HLA-A24:02. The binding affinity (normalized) is 0.677.